Task: Predict the reaction yield, written as a fraction of the theoretical maximum amount of product (1.0 means a 100% yield; for example, 0.34 means a 34% yield).. Dataset: Reaction yield outcomes from USPTO patents with 853,638 reactions (1) The reactants are [CH2:1]([O:8][C:9]([NH:11][C:12]1[C:13]([C:23]([OH:25])=O)=[N:14][C:15]2[C:20]([CH:21]=1)=[CH:19][CH:18]=[C:17]([Br:22])[CH:16]=2)=[O:10])[C:2]1[CH:7]=[CH:6][CH:5]=[CH:4][CH:3]=1.[NH2:26][C:27]1[CH:28]=[N:29][CH:30]=[CH:31][C:32]=1[N:33]1[CH2:38][C@H:37]([CH3:39])[C@@H:36]([O:40][Si:41]([C:44]([CH3:47])([CH3:46])[CH3:45])([CH3:43])[CH3:42])[C@H:35]([NH:48][C:49](=[O:55])[O:50][C:51]([CH3:54])([CH3:53])[CH3:52])[CH2:34]1.CN(C(ON1N=NC2C=CC=NC1=2)=[N+](C)C)C.F[P-](F)(F)(F)(F)F.CCN(C(C)C)C(C)C. The catalyst is CN(C=O)C. The product is [CH2:1]([O:8][C:9](=[O:10])[NH:11][C:12]1[C:13]([C:23]([NH:26][C:27]2[CH:28]=[N:29][CH:30]=[CH:31][C:32]=2[N:33]2[CH2:38][C@H:37]([CH3:39])[C@@H:36]([O:40][Si:41]([C:44]([CH3:45])([CH3:46])[CH3:47])([CH3:43])[CH3:42])[C@H:35]([NH:48][C:49]([O:50][C:51]([CH3:52])([CH3:54])[CH3:53])=[O:55])[CH2:34]2)=[O:25])=[N:14][C:15]2[C:20]([CH:21]=1)=[CH:19][CH:18]=[C:17]([Br:22])[CH:16]=2)[C:2]1[CH:7]=[CH:6][CH:5]=[CH:4][CH:3]=1. The yield is 0.550. (2) The reactants are [CH2:1]([O:4][C:5]1[C:6]([CH:11]([C:13]2[CH:18]=[C:17]([F:19])[CH:16]=[CH:15][C:14]=2[F:20])O)=[N:7][CH:8]=[CH:9][CH:10]=1)[CH:2]=[CH2:3].[Cl:21][C:22]1[CH:27]=[CH:26][C:25]([SH:28])=[CH:24][CH:23]=1.C(=O)([O-])[O-].[K+].[K+].C(OCC)C. The catalyst is S(Cl)(Cl)=O.CN(C)C=O. The product is [CH2:1]([O:4][C:5]1[C:6]([CH:11]([S:28][C:25]2[CH:26]=[CH:27][C:22]([Cl:21])=[CH:23][CH:24]=2)[C:13]2[CH:18]=[C:17]([F:19])[CH:16]=[CH:15][C:14]=2[F:20])=[N:7][CH:8]=[CH:9][CH:10]=1)[CH:2]=[CH2:3]. The yield is 0.680. (3) The reactants are OP([O-])(O)=O.OP([O-])([O-])=O.[Na+].[Na+].[Na+].[Cl-].[Cl-].[K+].[K+].Cl.Cl.C(N=C=NCCCN(C)C)C.Cl.[NH2:32][CH2:33][CH2:34][C:35]1[CH:42]=[CH:41][C:39]([OH:40])=[C:37]([OH:38])[CH:36]=1. The catalyst is CC(C)=O. The product is [NH2:32][CH2:33][CH2:34][C:35]1[CH:42]=[CH:41][C:39]([OH:40])=[C:37]([OH:38])[CH:36]=1. The yield is 0.900. (4) The reactants are Cl.[CH3:2][CH:3]([O:5][C:6]1[CH:11]=[CH:10][C:9]([NH:12][NH2:13])=[CH:8][CH:7]=1)[CH3:4].C[O:15][CH:16](OC)[C:17](=O)[CH:18]=[CH:19]N(C)C. The catalyst is C(O)C. The product is [CH3:4][CH:3]([O:5][C:6]1[CH:11]=[CH:10][C:9]([N:12]2[C:17]([CH:16]=[O:15])=[CH:18][CH:19]=[N:13]2)=[CH:8][CH:7]=1)[CH3:2]. The yield is 0.180. (5) The reactants are [Cl:1][C:2]1[CH:3]=[CH:4][C:5]([O:10][CH2:11][C:12]2[CH:17]=[CH:16][C:15]([Br:18])=[CH:14][C:13]=2[F:19])=[C:6]([CH:9]=1)[CH:7]=[O:8].[CH:20]([C:22]([CH3:24])=[O:23])=[CH2:21].C(N(CC)CC)C. The catalyst is [Br-].C([N+]1C(C)=C(CCO)SC=1)C.CCO.CCOC(C)=O. The product is [Cl:1][C:2]1[CH:3]=[CH:4][C:5]([O:10][CH2:11][C:12]2[CH:17]=[CH:16][C:15]([Br:18])=[CH:14][C:13]=2[F:19])=[C:6]([C:7](=[O:8])[CH2:21][CH2:20][C:22](=[O:23])[CH3:24])[CH:9]=1. The yield is 0.440.